From a dataset of Full USPTO retrosynthesis dataset with 1.9M reactions from patents (1976-2016). Predict the reactants needed to synthesize the given product. (1) The reactants are: [Cl:1][C:2]1[CH:16]=[C:15]([Cl:17])[CH:14]=[C:13]([CH:18]=O)[C:3]=1[O:4][CH2:5][C:6]([O:8][C:9]([CH3:12])([CH3:11])[CH3:10])=[O:7].[NH2:20][C:21]1[CH:30]=[CH:29][C:24]([C:25]([NH:27][OH:28])=[NH:26])=[CH:23][CH:22]=1.C([N+]#[C-])C1C=CC=CC=1. Given the product [C:9]([O:8][C:6]([CH2:5][O:4][C:3]1[C:2]([Cl:1])=[CH:16][C:15]([Cl:17])=[CH:14][C:13]=1[CH:18]([NH:20][C:21]1[CH:30]=[CH:29][C:24]([C:25](=[NH:26])[NH:27][OH:28])=[CH:23][CH:22]=1)[C:6]([O:8][CH3:9])=[O:7])=[O:7])([CH3:10])([CH3:11])[CH3:12], predict the reactants needed to synthesize it. (2) Given the product [CH2:6]([C:8]1[CH:13]=[C:12]2[C:11](=[CH:10][CH:9]=1)[NH:14][C:15](=[O:20])[CH:16]=[C:17]2[CH3:18])[CH3:7], predict the reactants needed to synthesize it. The reactants are: S(=O)(=O)(O)O.[CH2:6]([C:8]1[CH:13]=[CH:12][C:11]([NH:14][C:15](=[O:20])[CH2:16][C:17](=O)[CH3:18])=[CH:10][CH:9]=1)[CH3:7]. (3) Given the product [NH2:29][C:26]1[CH:27]=[CH:28][C:6]2[O:5][C@@:4]([CH:3]([O:33][CH3:34])[O:2][CH3:1])([CH3:32])[C@@H:9]([OH:10])[C@H:8]([N:11]([C:18]3[CH:19]=[CH:20][C:21]([Cl:24])=[CH:22][CH:23]=3)[CH2:12][C:13]3[NH:14][CH:15]=[CH:16][N:17]=3)[C:7]=2[CH:25]=1, predict the reactants needed to synthesize it. The reactants are: [CH3:1][O:2][CH:3]([O:33][CH3:34])[C@:4]1([CH3:32])[C@@H:9]([OH:10])[C@H:8]([N:11]([C:18]2[CH:23]=[CH:22][C:21]([Cl:24])=[CH:20][CH:19]=2)[CH2:12][C:13]2[NH:14][CH:15]=[CH:16][N:17]=2)[C:7]2[CH:25]=[C:26]([N+:29]([O-])=O)[CH:27]=[CH:28][C:6]=2[O:5]1.[BH4-].[Na+].C(OCC)(=O)C. (4) Given the product [CH2:1]([N:8]1[CH2:13][CH2:12][C:11]2[NH:14][C:22]([C:24]3[CH:29]=[CH:28][N:27]=[CH:26][CH:25]=3)=[CH:21][C:10]=2[CH2:9]1)[C:2]1[CH:3]=[CH:4][CH:5]=[CH:6][CH:7]=1, predict the reactants needed to synthesize it. The reactants are: [CH2:1]([N:8]1[CH2:13][CH:12]=[C:11]([N:14]2CCCC2)[CH2:10][CH2:9]1)[C:2]1[CH:7]=[CH:6][CH:5]=[CH:4][CH:3]=1.Br.Br[CH2:21][C:22]([C:24]1[CH:29]=[CH:28][N:27]=[CH:26][CH:25]=1)=O.O.